This data is from Full USPTO retrosynthesis dataset with 1.9M reactions from patents (1976-2016). The task is: Predict the reactants needed to synthesize the given product. (1) Given the product [Br:1][C:2]1[CH:3]=[C:4]2[C:5](=[CH:10][CH:11]=1)[C:6](=[O:8])[N:15]([C@H:16]1[CH2:21][CH2:20][C@@H:19]([OH:22])[CH2:18][CH2:17]1)[CH2:12]2, predict the reactants needed to synthesize it. The reactants are: [Br:1][C:2]1[CH:11]=[CH:10][C:5]([C:6]([O:8]C)=O)=[C:4]([CH2:12]Br)[CH:3]=1.Cl.[NH2:15][C@@H:16]1[CH2:21][CH2:20][C@H:19]([OH:22])[CH2:18][CH2:17]1. (2) Given the product [CH:6]1([C:12]2[C:18]3[CH:19]=[CH:20][CH:21]=[CH:22][C:17]=3[N:16]([CH2:23][C:24](=[O:29])[C:25]([CH3:28])([CH3:27])[CH3:26])[C:15](=[O:30])[N:14]([CH2:31][C:32]([NH:34][C:35]3[CH:43]=[CH:42][CH:41]=[C:37]([C:38]([NH:5][S:2]([CH3:1])(=[O:4])=[O:3])=[O:39])[CH:36]=3)=[O:33])[N:13]=2)[CH2:7][CH2:8][CH2:9][CH2:10][CH2:11]1, predict the reactants needed to synthesize it. The reactants are: [CH3:1][S:2]([NH2:5])(=[O:4])=[O:3].[CH:6]1([C:12]2[C:18]3[CH:19]=[CH:20][CH:21]=[CH:22][C:17]=3[N:16]([CH2:23][C:24](=[O:29])[C:25]([CH3:28])([CH3:27])[CH3:26])[C:15](=[O:30])[N:14]([CH2:31][C:32]([NH:34][C:35]3[CH:36]=[C:37]([CH:41]=[CH:42][CH:43]=3)[C:38](O)=[O:39])=[O:33])[N:13]=2)[CH2:11][CH2:10][CH2:9][CH2:8][CH2:7]1.C(Cl)CCl.